Dataset: Catalyst prediction with 721,799 reactions and 888 catalyst types from USPTO. Task: Predict which catalyst facilitates the given reaction. (1) Reactant: Cl.[NH:2]1[CH2:7][CH2:6][C:5]([C:8]2[CH:13]=[CH:12][C:11]([N:14]3[CH2:18][C@H:17]([CH2:19][N:20]4[CH:24]=[CH:23][N:22]=[N:21]4)[O:16][C:15]3=[O:25])=[CH:10][C:9]=2[F:26])=[CH:4][CH2:3]1.C(=O)(O)[O-].[Na+].[CH:32]([S:35](Cl)(=[O:37])=[O:36])([CH3:34])[CH3:33].S(Cl)(Cl)(=O)=O. Product: [CH:32]([S:35]([N:2]1[CH2:7][CH2:6][C:5]([C:8]2[CH:13]=[CH:12][C:11]([N:14]3[CH2:18][C@H:17]([CH2:19][N:20]4[CH:24]=[CH:23][N:22]=[N:21]4)[O:16][C:15]3=[O:25])=[CH:10][C:9]=2[F:26])=[CH:4][CH2:3]1)(=[O:37])=[O:36])([CH3:34])[CH3:33]. The catalyst class is: 283. (2) Reactant: Cl[C:2]1[N:7]=[N:6][C:5]([O:8][CH3:9])=[C:4]([N:10]2[CH2:15][CH2:14][O:13][CH2:12][CH2:11]2)[CH:3]=1.[CH3:16][C:17]1[CH:23]=[CH:22][C:20]([NH2:21])=[CH:19][C:18]=1B1OC(C)(C)C(C)(C)O1.C([O-])([O-])=O.[Na+].[Na+].C(Cl)Cl. Product: [CH3:9][O:8][C:5]1[N:6]=[N:7][C:2]([C:18]2[CH:19]=[C:20]([CH:22]=[CH:23][C:17]=2[CH3:16])[NH2:21])=[CH:3][C:4]=1[N:10]1[CH2:15][CH2:14][O:13][CH2:12][CH2:11]1. The catalyst class is: 57. (3) Reactant: Br[CH2:2][C:3]([C@@H:5]1[CH2:7][C@@H:6]1[C:8]1[CH:17]=[CH:16][C:15]2[C:10](=[CH:11][CH:12]=[CH:13][CH:14]=2)[N:9]=1)=O.[Cl:18][C:19]1[N:24]=[N:23][C:22]([NH2:25])=[C:21]([N:26]2[CH2:31][CH2:30][O:29][CH2:28][CH2:27]2)[CH:20]=1. Product: [Cl:18][C:19]1[CH:20]=[C:21]([N:26]2[CH2:31][CH2:30][O:29][CH2:28][CH2:27]2)[C:22]2[N:23]([CH:2]=[C:3]([C@@H:5]3[CH2:7][C@@H:6]3[C:8]3[CH:17]=[CH:16][C:15]4[C:10](=[CH:11][CH:12]=[CH:13][CH:14]=4)[N:9]=3)[N:25]=2)[N:24]=1. The catalyst class is: 85. (4) Reactant: [CH3:1][C:2]([CH3:17])([CH3:16])[C:3]#[C:4][C:5]1[CH:10]=[C:9]([N+:11]([O-:13])=[O:12])[CH:8]=[CH:7][C:6]=1[NH:14][CH3:15].CCCC[N+](CCCC)(CCCC)CCCC.[F-]. Product: [C:2]([C:3]1[N:14]([CH3:15])[C:6]2[C:5]([CH:4]=1)=[CH:10][C:9]([N+:11]([O-:13])=[O:12])=[CH:8][CH:7]=2)([CH3:17])([CH3:16])[CH3:1]. The catalyst class is: 1. (5) Reactant: [NH2:1][C:2]1[C:7]([O:8][C:9]2[CH:10]=[C:11]([CH:14]=[C:15]([Cl:17])[CH:16]=2)[C:12]#[N:13])=[C:6]([F:18])[C:5]([CH3:19])=[CH:4][CH:3]=1.C([O-])(=O)C.[NH4+].C1C(=O)N([Br:32])C(=O)C1. Product: [NH2:1][C:2]1[C:3]([Br:32])=[CH:4][C:5]([CH3:19])=[C:6]([F:18])[C:7]=1[O:8][C:9]1[CH:10]=[C:11]([CH:14]=[C:15]([Cl:17])[CH:16]=1)[C:12]#[N:13]. The catalyst class is: 10.